From a dataset of Reaction yield outcomes from USPTO patents with 853,638 reactions. Predict the reaction yield, written as a fraction of the theoretical maximum amount of product (1.0 means a 100% yield; for example, 0.34 means a 34% yield). (1) The reactants are C([O:3][C:4]([C:6]1[N:7]=[N:8][C:9]([NH:12][CH2:13][C:14]2[C:15]([C:20]3[CH:25]=[CH:24][C:23]([F:26])=[CH:22][CH:21]=3)=[N:16][O:17][C:18]=2[CH3:19])=[CH:10][CH:11]=1)=O)C.[F:27][C:28]([F:32])([F:31])[CH2:29][NH2:30]. No catalyst specified. The product is [F:27][C:28]([F:32])([F:31])[CH2:29][NH:30][C:4]([C:6]1[N:7]=[N:8][C:9]([NH:12][CH2:13][C:14]2[C:15]([C:20]3[CH:21]=[CH:22][C:23]([F:26])=[CH:24][CH:25]=3)=[N:16][O:17][C:18]=2[CH3:19])=[CH:10][CH:11]=1)=[O:3]. The yield is 0.890. (2) The reactants are [CH3:1][O:2][C:3]([C:5]1[S:6][C:7]([C:26]2[CH2:31][CH2:30][CH2:29][CH2:28][CH:27]=2)=[CH:8][C:9]=1[N:10]([C:17]([C@H:19]1[CH2:24][CH2:23][C@H:22]([CH3:25])[CH2:21][CH2:20]1)=[O:18])[CH:11]1[CH2:16][CH2:15][NH:14][CH2:13][CH2:12]1)=[O:4].I[CH2:33][CH:34]([F:36])[F:35].[H-].[Na+]. The catalyst is CN(C=O)C. The product is [CH3:1][O:2][C:3]([C:5]1[S:6][C:7]([C:26]2[CH2:31][CH2:30][CH2:29][CH2:28][CH:27]=2)=[CH:8][C:9]=1[N:10]([CH:11]1[CH2:16][CH2:15][N:14]([CH2:33][CH:34]([F:36])[F:35])[CH2:13][CH2:12]1)[C:17]([C@H:19]1[CH2:24][CH2:23][C@H:22]([CH3:25])[CH2:21][CH2:20]1)=[O:18])=[O:4]. The yield is 0.380. (3) The reactants are [C:1]([O:5][C:6]([N:8]1[CH2:13][CH2:12][C:11](=[C:14]([C:24]2[CH:29]=[CH:28][CH:27]=[CH:26][CH:25]=2)[C:15]2[O:16][C:17]([CH:20]3[CH2:23][NH:22][CH2:21]3)=[N:18][N:19]=2)[CH2:10][CH2:9]1)=[O:7])([CH3:4])([CH3:3])[CH3:2].C=O.[BH3-][C:33]#N.[Na+].O. The catalyst is CO. The product is [C:1]([O:5][C:6]([N:8]1[CH2:9][CH2:10][C:11](=[C:14]([C:24]2[CH:29]=[CH:28][CH:27]=[CH:26][CH:25]=2)[C:15]2[O:16][C:17]([CH:20]3[CH2:21][N:22]([CH3:33])[CH2:23]3)=[N:18][N:19]=2)[CH2:12][CH2:13]1)=[O:7])([CH3:4])([CH3:2])[CH3:3]. The yield is 0.170. (4) The reactants are [F:1][C:2]1([F:16])[O:6][C:5]2[CH:7]=[CH:8][C:9]([CH:11]=[CH:12][C:13](O)=[O:14])=[CH:10][C:4]=2[O:3]1.C(Cl)(=O)C(Cl)=O.[NH3:23]. The catalyst is O1CCCC1.CN(C)C=O. The product is [F:1][C:2]1([F:16])[O:6][C:5]2[CH:7]=[CH:8][C:9]([CH:11]=[CH:12][C:13]([NH2:23])=[O:14])=[CH:10][C:4]=2[O:3]1. The yield is 0.900. (5) The reactants are [F:1][C:2]1[CH:7]=[C:6](SC)[CH:5]=[CH:4][C:3]=1[C:10]1[CH:15]=[N:14][C:13]([O:16][CH2:17][CH:18]2[CH2:23][CH2:22][N:21]([C:24]3[O:28][N:27]=[C:26]([CH:29]([CH3:31])[CH3:30])[N:25]=3)[CH2:20][CH2:19]2)=[CH:12][N:11]=1.O[O:33][S:34]([O-:36])=O.[K+].[CH3:38]C(C)=O. The catalyst is O.CO.C1COCC1. The product is [F:1][C:2]1[CH:7]=[C:6]([S:34]([CH3:38])(=[O:36])=[O:33])[CH:5]=[CH:4][C:3]=1[C:10]1[CH:15]=[N:14][C:13]([O:16][CH2:17][CH:18]2[CH2:23][CH2:22][N:21]([C:24]3[O:28][N:27]=[C:26]([CH:29]([CH3:30])[CH3:31])[N:25]=3)[CH2:20][CH2:19]2)=[CH:12][N:11]=1. The yield is 0.870.